From a dataset of NCI-60 drug combinations with 297,098 pairs across 59 cell lines. Regression. Given two drug SMILES strings and cell line genomic features, predict the synergy score measuring deviation from expected non-interaction effect. (1) Drug 1: C1CC(C1)(C(=O)O)C(=O)O.[NH2-].[NH2-].[Pt+2]. Drug 2: CS(=O)(=O)OCCCCOS(=O)(=O)C. Cell line: COLO 205. Synergy scores: CSS=22.3, Synergy_ZIP=-8.82, Synergy_Bliss=-7.81, Synergy_Loewe=-3.26, Synergy_HSA=-3.29. (2) Drug 1: COC1=C(C=C2C(=C1)N=CN=C2NC3=CC(=C(C=C3)F)Cl)OCCCN4CCOCC4. Drug 2: C1CCC(CC1)NC(=O)N(CCCl)N=O. Cell line: HL-60(TB). Synergy scores: CSS=12.1, Synergy_ZIP=-6.24, Synergy_Bliss=-10.3, Synergy_Loewe=-12.6, Synergy_HSA=-9.43. (3) Drug 1: CCC1=C2CN3C(=CC4=C(C3=O)COC(=O)C4(CC)O)C2=NC5=C1C=C(C=C5)O. Drug 2: C(=O)(N)NO. Cell line: EKVX. Synergy scores: CSS=6.15, Synergy_ZIP=-2.89, Synergy_Bliss=1.21, Synergy_Loewe=-1.18, Synergy_HSA=-1.02.